This data is from NCI-60 drug combinations with 297,098 pairs across 59 cell lines. The task is: Regression. Given two drug SMILES strings and cell line genomic features, predict the synergy score measuring deviation from expected non-interaction effect. (1) Drug 1: C1C(C(OC1N2C=C(C(=O)NC2=O)F)CO)O. Drug 2: CC(C)CN1C=NC2=C1C3=CC=CC=C3N=C2N. Cell line: T-47D. Synergy scores: CSS=10.4, Synergy_ZIP=-4.48, Synergy_Bliss=-5.07, Synergy_Loewe=9.05, Synergy_HSA=-3.25. (2) Drug 1: CC=C1C(=O)NC(C(=O)OC2CC(=O)NC(C(=O)NC(CSSCCC=C2)C(=O)N1)C(C)C)C(C)C. Drug 2: CC(C)(C#N)C1=CC(=CC(=C1)CN2C=NC=N2)C(C)(C)C#N. Cell line: SK-MEL-28. Synergy scores: CSS=21.2, Synergy_ZIP=-2.54, Synergy_Bliss=-1.10, Synergy_Loewe=-36.4, Synergy_HSA=0.854. (3) Drug 1: COC1=NC(=NC2=C1N=CN2C3C(C(C(O3)CO)O)O)N. Drug 2: CCN(CC)CCNC(=O)C1=C(NC(=C1C)C=C2C3=C(C=CC(=C3)F)NC2=O)C. Cell line: 786-0. Synergy scores: CSS=-3.23, Synergy_ZIP=2.61, Synergy_Bliss=-0.0551, Synergy_Loewe=-5.39, Synergy_HSA=-6.13.